Task: Regression. Given a peptide amino acid sequence and an MHC pseudo amino acid sequence, predict their binding affinity value. This is MHC class I binding data.. Dataset: Peptide-MHC class I binding affinity with 185,985 pairs from IEDB/IMGT (1) The peptide sequence is RLGWRTLDF. The MHC is HLA-A02:12 with pseudo-sequence HLA-A02:12. The binding affinity (normalized) is 0.0847. (2) The peptide sequence is CAPHRVSGVI. The MHC is HLA-A68:02 with pseudo-sequence HLA-A68:02. The binding affinity (normalized) is 0.0236. (3) The peptide sequence is KTVQFCDAMR. The MHC is HLA-A03:01 with pseudo-sequence HLA-A03:01. The binding affinity (normalized) is 0.308. (4) The peptide sequence is YEDQLHRAS. The MHC is HLA-B57:01 with pseudo-sequence HLA-B57:01. The binding affinity (normalized) is 0.0847. (5) The peptide sequence is TMHQDVATF. The MHC is HLA-A01:01 with pseudo-sequence HLA-A01:01. The binding affinity (normalized) is 0.213. (6) The peptide sequence is KLQERLAKL. The MHC is BoLA-HD6 with pseudo-sequence BoLA-HD6. The binding affinity (normalized) is 0.674.